This data is from Peptide-MHC class II binding affinity with 134,281 pairs from IEDB. The task is: Regression. Given a peptide amino acid sequence and an MHC pseudo amino acid sequence, predict their binding affinity value. This is MHC class II binding data. (1) The peptide sequence is YDKFLANVSTVRTGK. The MHC is DRB1_1101 with pseudo-sequence DRB1_1101. The binding affinity (normalized) is 0.584. (2) The peptide sequence is EHREVLQWKFDSQLARRH. The binding affinity (normalized) is 0.602. The MHC is DRB5_0101 with pseudo-sequence DRB5_0101. (3) The peptide sequence is AILTGGQVISEEVGLTLENA. The MHC is DRB1_0301 with pseudo-sequence DRB1_0301. The binding affinity (normalized) is 0.